This data is from Reaction yield outcomes from USPTO patents with 853,638 reactions. The task is: Predict the reaction yield, written as a fraction of the theoretical maximum amount of product (1.0 means a 100% yield; for example, 0.34 means a 34% yield). (1) The reactants are [C:1]1([CH2:7][C:8]([NH:10][NH2:11])=[O:9])[CH:6]=[CH:5][CH:4]=[CH:3][CH:2]=1.[CH3:12][C:13]1[CH:18]=[CH:17][C:16]([S:19]([CH2:22][C:23]2[CH:30]=[CH:29][CH:28]=[CH:27][C:24]=2[CH:25]=O)(=[O:21])=[O:20])=[CH:15][CH:14]=1. The catalyst is CCO.C(O)(=O)C. The product is [CH3:12][C:13]1[CH:14]=[CH:15][C:16]([S:19]([CH2:22][C:23]2[CH:30]=[CH:29][CH:28]=[CH:27][C:24]=2/[CH:25]=[N:11]/[NH:10][C:8](=[O:9])[CH2:7][C:1]2[CH:6]=[CH:5][CH:4]=[CH:3][CH:2]=2)(=[O:21])=[O:20])=[CH:17][CH:18]=1. The yield is 0.780. (2) The reactants are [Br:1][C:2]1[C:3]([C:8]([OH:10])=O)=[N:4][CH:5]=[N:6][CH:7]=1.C1C=CC2N(O)N=[N:17][C:15]=2C=1.C(Cl)CCl.Cl.CN.C(N(C(C)C)C(C)C)C. The catalyst is CN(C=O)C. The product is [Br:1][C:2]1[C:3]([C:8]([NH:17][CH3:15])=[O:10])=[N:4][CH:5]=[N:6][CH:7]=1. The yield is 0.350.